Task: Predict the reactants needed to synthesize the given product.. Dataset: Full USPTO retrosynthesis dataset with 1.9M reactions from patents (1976-2016) (1) Given the product [CH3:26][O:25][C:20]1[CH:21]=[CH:22][CH:23]=[CH:24][C:19]=1[CH:16]1[CH2:15][CH2:14][N:13]([CH2:12][CH2:11][CH2:10][N:9]([CH2:27][C:28]2[CH:33]=[CH:32][CH:31]=[CH:30][N:29]=2)[CH2:8][C:52]([O:55][C:44]([CH3:46])([CH3:45])[CH3:43])=[O:53])[CH2:18][CH2:17]1, predict the reactants needed to synthesize it. The reactants are: C(OC1C=CC=CC=1[CH2:8][N:9]([CH2:27][C:28]1[CH:33]=[CH:32][CH:31]=[CH:30][N:29]=1)[CH2:10][CH2:11][CH2:12][N:13]1[CH2:18][CH2:17][CH:16]([C:19]2[CH:24]=[CH:23][CH:22]=[CH:21][C:20]=2[O:25][CH3:26])[CH2:15][CH2:14]1)(C)(C)C.COC1[CH2:45][CH:44]([C:46]2C=CC=CC=2)[CH2:43]CN1.[C:52]([O-:55])([O-])=[O:53].[K+].[K+]. (2) Given the product [N+:1]([C:4]1[CH:9]=[CH:8][C:7]([O:14][CH2:11][CH2:19][CH2:18][Cl:21])=[CH:6][CH:5]=1)([O-:3])=[O:2], predict the reactants needed to synthesize it. The reactants are: [N+:1]([C:4]1[CH:9]=[CH:8][CH:7]=[CH:6][C:5]=1O)([O-:3])=[O:2].[C:11](=[O:14])([O-])[O-].[K+].[K+].Br[CH:18]([Cl:21])[CH2:19]C. (3) Given the product [C:11]1([C:10]2[C:5]3[C:6](=[N:7][C:2]([NH:28][CH2:27][CH2:25][OH:26])=[CH:3][C:4]=3[NH:17][CH2:18][C:19]3[CH:24]=[CH:23][CH:22]=[CH:21][N:20]=3)[S:8][CH:9]=2)[CH:16]=[CH:15][CH:14]=[CH:13][CH:12]=1, predict the reactants needed to synthesize it. The reactants are: Cl[C:2]1[N:7]=[C:6]2[S:8][CH:9]=[C:10]([C:11]3[CH:16]=[CH:15][CH:14]=[CH:13][CH:12]=3)[C:5]2=[C:4]([NH:17][CH2:18][C:19]2[CH:24]=[CH:23][CH:22]=[CH:21][N:20]=2)[CH:3]=1.[CH2:25]([CH2:27][NH2:28])[OH:26]. (4) Given the product [OH:1][CH:3]([CH2:4][CH2:5][CH2:6][CH2:7][CH2:8][CH2:9][CH:10]=[CH2:11])[CH2:2][NH:24][C:13]([CH3:23])([CH3:12])[CH2:14][C:15]1[CH:20]=[CH:19][C:18]([O:21][CH3:22])=[CH:17][CH:16]=1, predict the reactants needed to synthesize it. The reactants are: [O:1]1[CH:3]([CH2:4][CH2:5][CH2:6][CH2:7][CH2:8][CH2:9][CH:10]=[CH2:11])[CH2:2]1.[CH3:12][C:13]([NH2:24])([CH3:23])[CH2:14][C:15]1[CH:20]=[CH:19][C:18]([O:21][CH3:22])=[CH:17][CH:16]=1. (5) Given the product [NH2:1][C:4]1[CH:5]=[C:6]([NH:10][C:11]([N:13]2[CH2:17][CH2:16][CH2:15][CH2:14]2)=[O:12])[CH:7]=[CH:8][CH:9]=1, predict the reactants needed to synthesize it. The reactants are: [N+:1]([C:4]1[CH:5]=[C:6]([NH:10][C:11]([N:13]2[CH2:17][CH2:16][CH2:15][CH2:14]2)=[O:12])[CH:7]=[CH:8][CH:9]=1)([O-])=O. (6) Given the product [Br:1][CH:11]([CH3:12])[C:10]([C:6]1[CH:7]=[CH:8][CH:9]=[C:4]([Cl:3])[CH:5]=1)=[O:13], predict the reactants needed to synthesize it. The reactants are: [Br:1]Br.[Cl:3][C:4]1[CH:5]=[C:6]([C:10](=[O:13])[CH2:11][CH3:12])[CH:7]=[CH:8][CH:9]=1. (7) Given the product [Br:13][CH2:14][CH:15]([OH:18])[CH2:16][O:6][C:5]1[CH:7]=[CH:8][CH:9]=[CH:10][C:4]=1[O:11][CH3:12], predict the reactants needed to synthesize it. The reactants are: [OH-].[Na+].O.[C:4]1([O:11][CH3:12])[C:5](=[CH:7][CH:8]=[CH:9][CH:10]=1)[OH:6].[Br:13][CH2:14][CH:15]([OH:18])[CH2:16]Br. (8) Given the product [F:1][C:2]1[CH:7]=[CH:6][C:5]([F:8])=[CH:4][C:3]=1[C:9]1([S:23]([C:26]2[CH:31]=[CH:30][C:29]([CH:32]=[N:35][OH:36])=[CH:28][CH:27]=2)(=[O:25])=[O:24])[CH2:14][CH2:13][CH:12]([NH:15][S:16]([C:19]([F:22])([F:21])[F:20])(=[O:18])=[O:17])[CH2:11][CH2:10]1, predict the reactants needed to synthesize it. The reactants are: [F:1][C:2]1[CH:7]=[CH:6][C:5]([F:8])=[CH:4][C:3]=1[C:9]1([S:23]([C:26]2[CH:31]=[CH:30][C:29]([CH:32]=O)=[CH:28][CH:27]=2)(=[O:25])=[O:24])[CH2:14][CH2:13][CH:12]([NH:15][S:16]([C:19]([F:22])([F:21])[F:20])(=[O:18])=[O:17])[CH2:11][CH2:10]1.Cl.[NH2:35][OH:36].C([O-])(=O)C.[Na+]. (9) Given the product [CH:11]([O:14][C:4]1[CH:9]=[CH:8][C:7]([Br:10])=[CH:6][N:5]=1)([CH3:13])[CH3:12], predict the reactants needed to synthesize it. The reactants are: [H-].[Na+].Cl[C:4]1[CH:9]=[CH:8][C:7]([Br:10])=[CH:6][N:5]=1.[CH:11]([OH:14])([CH3:13])[CH3:12].